Predict the product of the given reaction. From a dataset of Forward reaction prediction with 1.9M reactions from USPTO patents (1976-2016). Given the reactants Cl.[F:2][C:3]1[CH:8]=[CH:7][C:6]([NH:9][CH2:10][C@@H:11]2[CH2:15][CH2:14][NH:13][CH2:12]2)=[C:5]([N+:16]([O-:18])=[O:17])[CH:4]=1.CCN(C(C)C)C(C)C.[CH:28]1([C:31](Cl)=[O:32])[CH2:30][CH2:29]1, predict the reaction product. The product is: [CH:28]1([C:31]([N:13]2[CH2:14][CH2:15][C@@H:11]([CH2:10][NH:9][C:6]3[CH:7]=[CH:8][C:3]([F:2])=[CH:4][C:5]=3[N+:16]([O-:18])=[O:17])[CH2:12]2)=[O:32])[CH2:30][CH2:29]1.